From a dataset of Forward reaction prediction with 1.9M reactions from USPTO patents (1976-2016). Predict the product of the given reaction. Given the reactants [CH2:1]([N:3]([CH2:14][CH3:15])[C:4](=[O:13])[C:5]1[CH:10]=[CH:9][CH:8]=[C:7]([O:11]C)[CH:6]=1)[CH3:2].B(Br)(Br)Br, predict the reaction product. The product is: [CH2:14]([N:3]([CH2:1][CH3:2])[C:4](=[O:13])[C:5]1[CH:10]=[CH:9][CH:8]=[C:7]([OH:11])[CH:6]=1)[CH3:15].